From a dataset of Forward reaction prediction with 1.9M reactions from USPTO patents (1976-2016). Predict the product of the given reaction. (1) Given the reactants Br[C:2]1[CH:3]=[CH:4][C:5]2[O:9][C:8]3[CH:10]=[C:11]([S:14]([NH:17][C@@H:18]([CH:26]([CH3:28])[CH3:27])[C:19]([O:21][C:22]([CH3:25])([CH3:24])[CH3:23])=[O:20])(=[O:16])=[O:15])[CH:12]=[CH:13][C:7]=3[C:6]=2[CH:29]=1.C([O-])([O-])=O.[K+].[K+].[N:36]1[CH:41]=[CH:40][CH:39]=[C:38](B(O)O)[CH:37]=1, predict the reaction product. The product is: [CH3:27][CH:26]([CH3:28])[C@H:18]([NH:17][S:14]([C:11]1[CH:12]=[CH:13][C:7]2[C:6]3[CH:29]=[C:2]([C:38]4[CH:37]=[N:36][CH:41]=[CH:40][CH:39]=4)[CH:3]=[CH:4][C:5]=3[O:9][C:8]=2[CH:10]=1)(=[O:16])=[O:15])[C:19]([O:21][C:22]([CH3:24])([CH3:25])[CH3:23])=[O:20]. (2) Given the reactants [C:1]1([C@H:7]([NH:9][C:10]([N:12]2[CH2:17][CH:16]([C:18]3[CH:23]=[CH:22][CH:21]=[CH:20][CH:19]=3)[CH2:15][CH:14]([C:24]([O:26]C)=[O:25])[CH2:13]2)=[O:11])[CH3:8])[CH:6]=[CH:5][CH:4]=[CH:3][CH:2]=1.[Li+].[OH-], predict the reaction product. The product is: [C:1]1([C@H:7]([NH:9][C:10]([N:12]2[CH2:17][CH:16]([C:18]3[CH:19]=[CH:20][CH:21]=[CH:22][CH:23]=3)[CH2:15][CH:14]([C:24]([OH:26])=[O:25])[CH2:13]2)=[O:11])[CH3:8])[CH:2]=[CH:3][CH:4]=[CH:5][CH:6]=1.